This data is from Reaction yield outcomes from USPTO patents with 853,638 reactions. The task is: Predict the reaction yield, written as a fraction of the theoretical maximum amount of product (1.0 means a 100% yield; for example, 0.34 means a 34% yield). (1) The reactants are [CH2:1]([O:8][C:9]1[C:14](=[O:15])[CH:13]=[CH:12][NH:11][C:10]=1[CH3:16])[C:2]1[CH:7]=[CH:6][CH:5]=[CH:4][CH:3]=1.[Br:17]N1C(=O)CCC1=O. The catalyst is C(#N)C. The product is [CH2:1]([O:8][C:9]1[C:10]([CH3:16])=[N:11][CH:12]=[C:13]([Br:17])[C:14]=1[OH:15])[C:2]1[CH:3]=[CH:4][CH:5]=[CH:6][CH:7]=1. The yield is 0.880. (2) The reactants are [CH3:1][CH2:2][C@@H:3]([C@H:5]([N:36]([C:38]([C@@H:40]([NH:44][C:45]([C@@H:47]([N:51]([CH3:53])[CH3:52])[CH:48]([CH3:50])[CH3:49])=[O:46])[CH:41]([CH3:43])[CH3:42])=[O:39])[CH3:37])[C@H:6]([O:34][CH3:35])[CH2:7][C:8]([N:10]1[C@H:14]([C@H:15]([O:32][CH3:33])[C@H:16]([C:18]([NH:20][C@H:21]([C:29]([OH:31])=[O:30])[CH2:22][C:23]2[CH:28]=[CH:27][CH:26]=[CH:25][CH:24]=2)=[O:19])[CH3:17])[CH2:13][CH2:12][CH2:11]1)=[O:9])[CH3:4].C([NH:61][C@H:62]([C:64]([OH:66])=[O:65])[CH3:63])(OC(C)(C)C)=O.[OH:67][CH2:68][CH2:69][CH2:70][NH-:71].FC(F)(F)C(O)=O. The catalyst is ClCCl. The product is [CH3:1][CH2:2][C@@H:3]([C@H:5]([N:36]([C:38]([C@@H:40]([NH:44][C:45]([C@@H:47]([N:51]([CH3:53])[CH3:52])[CH:48]([CH3:50])[CH3:49])=[O:46])[CH:41]([CH3:43])[CH3:42])=[O:39])[CH3:37])[C@H:6]([O:34][CH3:35])[CH2:7][C:8]([N:10]1[C@H:14]([C@H:15]([O:32][CH3:33])[C@H:16]([C:18]([NH:20][C@H:21]([C:29]([OH:31])=[O:30])[CH2:22][C:23]2[CH:28]=[CH:27][CH:26]=[CH:25][CH:24]=2)=[O:19])[CH3:17])[CH2:13][CH2:12][CH2:11]1)=[O:9])[CH3:4].[OH:67][CH2:68][CH2:69][CH2:70][NH-:71].[NH2:61][C@H:62]([C:64]([OH:66])=[O:65])[CH3:63]. The yield is 0.850. (3) The reactants are [F:1][CH2:2][CH2:3][N:4]1[CH2:9][CH2:8][CH:7]([C:10]2[NH:11][CH:12]=[CH:13][N:14]=2)[CH2:6][CH2:5]1.[H-].[Na+].[CH3:17][N:18]([CH3:23])[S:19](Cl)(=[O:21])=[O:20].[NH4+].[Cl-]. The catalyst is CN(C=O)C. The product is [F:1][CH2:2][CH2:3][N:4]1[CH2:9][CH2:8][CH:7]([C:10]2[N:14]([S:19]([N:18]([CH3:23])[CH3:17])(=[O:21])=[O:20])[CH:13]=[CH:12][N:11]=2)[CH2:6][CH2:5]1. The yield is 0.740.